The task is: Predict the product of the given reaction.. This data is from Forward reaction prediction with 1.9M reactions from USPTO patents (1976-2016). (1) The product is: [CH2:1]([N:5]([C:34]([NH:36][CH2:37][C:38]([OH:40])=[O:39])=[O:35])[C:6]1[CH:7]=[CH:8][C:9]([N:12]2[CH2:13][CH2:14][CH:15]([NH:18][CH2:19][C@H:20]([OH:33])[C:21]3[CH:26]=[CH:25][C:24]([OH:27])=[C:23]([NH:28][S:29]([CH3:32])(=[O:31])=[O:30])[CH:22]=3)[CH2:16][CH2:17]2)=[CH:10][CH:11]=1)[CH2:2][CH2:3][CH3:4]. Given the reactants [CH2:1]([N:5]([C:34]([NH:36][CH2:37][C:38]([O:40]CC)=[O:39])=[O:35])[C:6]1[CH:11]=[CH:10][C:9]([N:12]2[CH2:17][CH2:16][CH:15]([NH:18][CH2:19][C@H:20]([OH:33])[C:21]3[CH:26]=[CH:25][C:24]([OH:27])=[C:23]([NH:28][S:29]([CH3:32])(=[O:31])=[O:30])[CH:22]=3)[CH2:14][CH2:13]2)=[CH:8][CH:7]=1)[CH2:2][CH2:3][CH3:4].[OH-].[Na+], predict the reaction product. (2) The product is: [Cl:26][C:3]1[C:5]2[C:6](=[CH:7][CH:8]=[CH:9][CH:10]=2)[CH:11]=[C:1]([C:20]2[CH:21]=[C:14]([O:13][CH3:12])[CH:15]=[CH:18][C:19]=2[O:22][CH3:23])[N:2]=1. Given the reactants [CH3:1][NH:2][C:3]([C:5]1[C:6]([CH3:11])=[CH:7][CH:8]=[CH:9][CH:10]=1)=O.[CH3:12][O:13][C:14]1[CH:21]=[CH:20][C:19]([O:22][CH3:23])=[CH:18][C:15]=1C#N.P(Cl)(Cl)([Cl:26])=O, predict the reaction product. (3) Given the reactants [CH3:1][O:2][C:3]1[CH:12]=[C:11]([CH3:13])[C:10]([C:14]2[CH:19]=[CH:18][N:17]=[N:16][CH:15]=2)=[CH:9][C:4]=1[C:5]([O:7][CH3:8])=[O:6].[C:20]1([CH3:33])[CH:25]=[C:24]([CH3:26])[CH:23]=[C:22]([CH3:27])[C:21]=1[S:28]([O:31][NH2:32])(=[O:30])=[O:29], predict the reaction product. The product is: [CH3:27][C:22]1[CH:23]=[C:24]([CH3:26])[CH:25]=[C:20]([CH3:33])[C:21]=1[S:28]([O-:31])(=[O:30])=[O:29].[NH2:32][N+:17]1[CH:18]=[CH:19][C:14]([C:10]2[CH:9]=[C:4]([C:5]([O:7][CH3:8])=[O:6])[C:3]([O:2][CH3:1])=[CH:12][C:11]=2[CH3:13])=[CH:15][N:16]=1. (4) Given the reactants [CH3:1][N:2]1[CH:7]2[CH2:8][CH2:9][CH:3]1[CH2:4][C:5](=O)[CH2:6]2.Cl.[NH2:12][OH:13], predict the reaction product. The product is: [CH3:1][N:2]1[CH:7]2[CH2:8][CH2:9][CH:3]1[CH2:4][C:5](=[N:12][OH:13])[CH2:6]2. (5) The product is: [F:1][C:2]([F:9])([C:5]([F:8])([F:7])[F:6])[CH2:3][NH:56][C@@H:55]([CH2:54][S:53][C:34]([C:47]1[CH:52]=[CH:51][CH:50]=[CH:49][CH:48]=1)([C:35]1[CH:36]=[CH:37][CH:38]=[CH:39][CH:40]=1)[C:41]1[CH:46]=[CH:45][CH:44]=[CH:43][CH:42]=1)[C:57]([OH:59])=[O:58]. Given the reactants [F:1][C:2]([F:9])([C:5]([F:8])([F:7])[F:6])[CH2:3]O.CCN(C(C)C)C(C)C.S(OS(C(F)(F)F)(=O)=O)(C(F)(F)F)(=O)=O.[C:34]([S:53][CH2:54][C@@H:55]([C:57]([OH:59])=[O:58])[NH2:56])([C:47]1[CH:52]=[CH:51][CH:50]=[CH:49][CH:48]=1)([C:41]1[CH:46]=[CH:45][CH:44]=[CH:43][CH:42]=1)[C:35]1[CH:40]=[CH:39][CH:38]=[CH:37][CH:36]=1, predict the reaction product. (6) Given the reactants [ClH:1].[CH3:2][N:3]1[CH2:8][CH2:7][N:6]([C:9]([C:11]2[CH:16]=[CH:15][C:14]([C:17]3[CH:22]=[CH:21][CH:20]=[C:19]([CH2:23][C@H:24]([NH:39][C:40]([C@H:42]4[CH2:47][CH2:46][C@H:45]([CH2:48][NH:49]C(=O)OC(C)(C)C)[CH2:44][CH2:43]4)=[O:41])[C:25](=[O:38])[NH:26][C:27]4[CH:32]=[CH:31][C:30]([C:33]5[NH:37][N:36]=[N:35][N:34]=5)=[CH:29][CH:28]=4)[CH:18]=3)=[CH:13][CH:12]=2)=[O:10])[CH2:5][CH2:4]1.C(#N)C, predict the reaction product. The product is: [ClH:1].[NH2:49][CH2:48][C@H:45]1[CH2:44][CH2:43][C@H:42]([C:40]([NH:39][C@@H:24]([CH2:23][C:19]2[CH:18]=[C:17]([C:14]3[CH:13]=[CH:12][C:11]([C:9]([N:6]4[CH2:5][CH2:4][N:3]([CH3:2])[CH2:8][CH2:7]4)=[O:10])=[CH:16][CH:15]=3)[CH:22]=[CH:21][CH:20]=2)[C:25](=[O:38])[NH:26][C:27]2[CH:32]=[CH:31][C:30]([C:33]3[NH:34][N:35]=[N:36][N:37]=3)=[CH:29][CH:28]=2)=[O:41])[CH2:47][CH2:46]1. (7) The product is: [OH:5][C:6]1[CH:7]=[C:8]2[C:13](=[CH:14][CH:15]=1)[C:12]([C:16]([O:18][CH2:19][CH3:20])=[O:17])=[CH:11][CH:10]=[CH:9]2. Given the reactants S(Cl)(Cl)=O.[OH:5][C:6]1[CH:7]=[C:8]2[C:13](=[CH:14][CH:15]=1)[C:12]([C:16]([OH:18])=[O:17])=[CH:11][CH:10]=[CH:9]2.[CH2:19](O)[CH3:20], predict the reaction product.